From a dataset of Catalyst prediction with 721,799 reactions and 888 catalyst types from USPTO. Predict which catalyst facilitates the given reaction. (1) Reactant: [C:9](O[C:9]([O:11][C:12]([CH3:15])([CH3:14])[CH3:13])=[O:10])([O:11][C:12]([CH3:15])([CH3:14])[CH3:13])=[O:10].[Cl:16][C:17]1[CH:18]=[C:19]([NH2:25])[C:20]([NH2:24])=[CH:21][C:22]=1[Cl:23].C(N(CC)C(C)C)(C)C. Product: [C:12]([O:11][C:9](=[O:10])[NH:25][C:19]1[CH:18]=[C:17]([Cl:16])[C:22]([Cl:23])=[CH:21][C:20]=1[NH2:24])([CH3:13])([CH3:14])[CH3:15]. The catalyst class is: 7. (2) Reactant: [C:1](Cl)([CH3:3])=[O:2].[NH:5]1[C:13]2[C:8](=[CH:9][CH:10]=[CH:11][CH:12]=2)[CH2:7][NH:6]1.[CH3:14]CN(CC)CC.[CH2:21]([Cl:23])Cl. Product: [Cl:23][C:21]1[N:6]=[CH:7][C:8]2[C:9]3([CH2:10][CH2:11]3)[CH2:14][N:5]([C:1](=[O:2])[CH3:3])[C:13]=2[CH:12]=1. The catalyst class is: 142. (3) Reactant: C(P1(=O)OP(CCC)(=O)OP(CCC)(=O)O1)CC.C(OCC)(=O)C.[F:25][CH:26]([F:45])[C:27]1[CH:32]=[CH:31][C:30](/[CH:33]=[CH:34]/[C:35]([OH:37])=O)=[C:29]([CH2:38][N:39]2[N:43]=[N:42][C:41]([CH3:44])=[N:40]2)[CH:28]=1.[CH3:46][C:47]1[O:48][C:49]([CH:52]2[CH2:57][CH2:56][NH:55][CH2:54][CH2:53]2)=[N:50][N:51]=1. Product: [F:45][CH:26]([F:25])[C:27]1[CH:32]=[CH:31][C:30](/[CH:33]=[CH:34]/[C:35]([N:55]2[CH2:54][CH2:53][CH:52]([C:49]3[O:48][C:47]([CH3:46])=[N:51][N:50]=3)[CH2:57][CH2:56]2)=[O:37])=[C:29]([CH2:38][N:39]2[N:43]=[N:42][C:41]([CH3:44])=[N:40]2)[CH:28]=1. The catalyst class is: 754. (4) Reactant: [NH:1]1[CH:5]=[CH:4][N:3]=[C:2]1[CH2:6][NH:7][CH2:8][C:9]1[CH:27]=[CH:26][C:12]2[S:13][C:14]([CH2:16][CH2:17][CH2:18][N:19]([CH2:23][CH2:24][CH3:25])[CH2:20][CH2:21][CH3:22])=[CH:15][C:11]=2[CH:10]=1.[CH3:28][N:29]1[CH:33]=[CH:32][N:31]=[C:30]1[CH:34]=O.C([BH3-])#N.[Na+].C(O)(=O)C. Product: [NH:1]1[CH:5]=[CH:4][N:3]=[C:2]1[CH2:6][N:7]([CH2:8][C:9]1[CH:27]=[CH:26][C:12]2[S:13][C:14]([CH2:16][CH2:17][CH2:18][N:19]([CH2:20][CH2:21][CH3:22])[CH2:23][CH2:24][CH3:25])=[CH:15][C:11]=2[CH:10]=1)[CH2:34][C:30]1[N:29]([CH3:28])[CH:33]=[CH:32][N:31]=1. The catalyst class is: 5.